From a dataset of Peptide-MHC class II binding affinity with 134,281 pairs from IEDB. Regression. Given a peptide amino acid sequence and an MHC pseudo amino acid sequence, predict their binding affinity value. This is MHC class II binding data. (1) The peptide sequence is VRVPVPQLQPQNPSQQQPQ. The MHC is HLA-DPA10201-DPB10501 with pseudo-sequence HLA-DPA10201-DPB10501. The binding affinity (normalized) is 0.0703. (2) The peptide sequence is GELQIVTKIDAAFKI. The MHC is DRB1_0404 with pseudo-sequence DRB1_0404. The binding affinity (normalized) is 0.510. (3) The MHC is DRB3_0202 with pseudo-sequence DRB3_0202. The peptide sequence is ELQVIEKVDAAFKVA. The binding affinity (normalized) is 0.232. (4) The peptide sequence is EKQLAEVVANTITPLMK. The binding affinity (normalized) is 0.406. The MHC is DRB1_0701 with pseudo-sequence DRB1_0701. (5) The peptide sequence is LIEKINAGFKAALAA. The MHC is DRB1_1602 with pseudo-sequence DRB1_1602. The binding affinity (normalized) is 0.537. (6) The peptide sequence is LRLGKEFIRCLALPF. The MHC is HLA-DQA10201-DQB10301 with pseudo-sequence HLA-DQA10201-DQB10301. The binding affinity (normalized) is 0.490. (7) The binding affinity (normalized) is 0. The peptide sequence is AVRVSPGMLDAQAYGVK. The MHC is DRB1_0701 with pseudo-sequence DRB1_0701. (8) The peptide sequence is MASSSSVLLVVALFA. The MHC is HLA-DQA10101-DQB10501 with pseudo-sequence HLA-DQA10101-DQB10501. The binding affinity (normalized) is 0.